The task is: Binary Classification. Given a miRNA mature sequence and a target amino acid sequence, predict their likelihood of interaction.. This data is from Experimentally validated miRNA-target interactions with 360,000+ pairs, plus equal number of negative samples. (1) The miRNA is hsa-miR-6763-3p with sequence CUCCCCGGCCUCUGCCCCCAG. The protein sequence of the target gene is MADVPGAQRAVPGDGPEPRDPLDCWACAVLVTAQNLLVAAFNLLLLVLVLGTILLPAVTMLGFGFLCHSQFLRSQAPPCTAHLRDPGFTALLVTGFLLLVPLLVLALASYRRLCLRLRLADCLVPYSRALYRRRRAPQPRQIRASPGSQAVPTSGKVWV. Result: 0 (no interaction). (2) The miRNA is hsa-miR-4780 with sequence ACCCUUGAGCCUGAUCCCUAGC. The protein sequence of the target gene is MLQGPGSLLLLFLASHCCLGSARGLFLFGQPDFSYKRSNCKPIPANLQLCHGIEYQNMRLPNLLGHETMKEVLEQAGAWIPLVMKQCHPDTKKFLCSLFAPVCLDDLDETIQPCHSLCVQVKDRCAPVMSAFGFPWPDMLECDRFPQDNDLCIPLASSDHLLPATEEAPKVCEACKNKNDDDNDIMETLCKNDFALKIKVKEITYINRDTKIILETKSKTIYKLNGVSERDLKKSVLWLKDSLQCTCEEMNDINAPYLVMGQKQGGELVITSVKRWQKGQREFKRISRSIRKLQC. Result: 0 (no interaction).